The task is: Predict the reaction yield, written as a fraction of the theoretical maximum amount of product (1.0 means a 100% yield; for example, 0.34 means a 34% yield).. This data is from Reaction yield outcomes from USPTO patents with 853,638 reactions. (1) The reactants are [C:1]([C:3]1[C:22]([NH:23][C:24]2[CH:29]=[CH:28][C:27]([I:30])=[CH:26][C:25]=2[F:31])=[CH:21][C:20]([F:32])=[CH:19][C:4]=1[O:5][C:6]1[CH:7]=[C:8]([NH:12][S:13]([N:16]([CH3:18])[CH3:17])(=[O:15])=[O:14])[CH:9]=[CH:10][CH:11]=1)#[N:2].[OH-:33].[Na+].OO. The catalyst is CS(C)=O. The product is [CH3:17][N:16]([CH3:18])[S:13]([NH:12][C:8]1[CH:7]=[C:6]([CH:11]=[CH:10][CH:9]=1)[O:5][C:4]1[CH:19]=[C:20]([F:32])[CH:21]=[C:22]([NH:23][C:24]2[CH:29]=[CH:28][C:27]([I:30])=[CH:26][C:25]=2[F:31])[C:3]=1[C:1]([NH2:2])=[O:33])(=[O:14])=[O:15]. The yield is 0.430. (2) The reactants are [F:1][C:2]1[CH:3]=[CH:4][C:5]([OH:28])=[C:6]([C:8]2[CH:13]=[CH:12][CH:11]=[C:10]([S:14]([NH:17][C:18]3[CH:26]=[CH:25][C:21]([C:22]([OH:24])=[O:23])=[C:20]([OH:27])[CH:19]=3)(=[O:16])=[O:15])[CH:9]=2)[CH:7]=1.[CH3:29][O:30][CH:31]([CH2:34][CH3:35])[CH2:32]O. No catalyst specified. The product is [F:1][C:2]1[CH:3]=[CH:4][C:5]([OH:28])=[C:6]([C:8]2[CH:13]=[CH:12][CH:11]=[C:10]([S:14]([NH:17][C:18]3[CH:26]=[CH:25][C:21]([C:22]([O:24][CH2:32][CH:31]([O:30][CH3:29])[CH2:34][CH3:35])=[O:23])=[C:20]([OH:27])[CH:19]=3)(=[O:15])=[O:16])[CH:9]=2)[CH:7]=1. The yield is 0.570. (3) The reactants are [BH4-].[Na+].[CH3:3][C:4]1[N:8]2[CH:9]=[CH:10][CH:11]=[CH:12][C:7]2=[N:6][C:5]=1[C:13](OC)=[O:14]. The catalyst is C1COCC1.CO. The product is [CH3:3][C:4]1[N:8]2[CH:9]=[CH:10][CH:11]=[CH:12][C:7]2=[N:6][C:5]=1[CH2:13][OH:14]. The yield is 0.470.